Dataset: Forward reaction prediction with 1.9M reactions from USPTO patents (1976-2016). Task: Predict the product of the given reaction. (1) Given the reactants [CH3:1][C:2]1([CH3:11])[CH2:7][CH:6]([C:8]([OH:10])=O)[CH2:5][CH2:4][O:3]1.[O:12]1[C:18]2[CH:19]=[C:20]([C:23]([O:25][CH3:26])=[O:24])[CH:21]=[CH:22][C:17]=2[CH2:16][NH:15][CH2:14][CH2:13]1.F[P-](F)(F)(F)(F)F.N1(O[P+](N(C)C)(N(C)C)N(C)C)C2C=CC=CC=2N=N1.CCN(CC)CC, predict the reaction product. The product is: [CH3:11][C:2]1([CH3:1])[CH2:7][CH:6]([C:8]([N:15]2[CH2:16][C:17]3[CH:22]=[CH:21][C:20]([C:23]([O:25][CH3:26])=[O:24])=[CH:19][C:18]=3[O:12][CH2:13][CH2:14]2)=[O:10])[CH2:5][CH2:4][O:3]1. (2) Given the reactants C(OC([N:8]1[CH2:13][CH2:12][CH:11]([C:14]2[CH:19]=[CH:18][C:17]([NH:20][C:21]([C:23]3[N:24](COCC[Si](C)(C)C)[CH:25]=[C:26]([C:28]#[N:29])[N:27]=3)=[O:22])=[C:16]([C:38]3[CH2:43][CH2:42][C:41]([CH3:45])([CH3:44])[CH2:40][CH:39]=3)[CH:15]=2)[CH2:10][CH2:9]1)=O)(C)(C)C.CO.C(O)(C(F)(F)F)=O, predict the reaction product. The product is: [CH3:44][C:41]1([CH3:45])[CH2:42][CH2:43][C:38]([C:16]2[CH:15]=[C:14]([CH:11]3[CH2:10][CH2:9][NH:8][CH2:13][CH2:12]3)[CH:19]=[CH:18][C:17]=2[NH:20][C:21]([C:23]2[NH:24][CH:25]=[C:26]([C:28]#[N:29])[N:27]=2)=[O:22])=[CH:39][CH2:40]1. (3) The product is: [OH:31][CH2:30][CH2:29][N:18]1[C:19]2[C:24](=[CH:23][C:22]([C:25]([F:28])([F:27])[F:26])=[CH:21][CH:20]=2)[C:16]([NH:15][CH2:14][C:13]([NH:12][CH:10]2[CH2:11][N:8]([CH:37]3[CH2:36][CH2:35][C:34]([OH:33])([C:41]4[S:42][C:43]([CH3:46])=[CH:44][N:45]=4)[CH2:39][CH2:38]3)[CH2:9]2)=[O:32])=[N:17]1. Given the reactants OC(C(F)(F)F)=O.[NH:8]1[CH2:11][CH:10]([NH:12][C:13](=[O:32])[CH2:14][NH:15][C:16]2[C:24]3[C:19](=[CH:20][CH:21]=[C:22]([C:25]([F:28])([F:27])[F:26])[CH:23]=3)[N:18]([CH2:29][CH2:30][OH:31])[N:17]=2)[CH2:9]1.[OH:33][C:34]1([C:41]2[S:42][C:43]([CH3:46])=[CH:44][N:45]=2)[CH2:39][CH2:38][C:37](=O)[CH2:36][CH2:35]1, predict the reaction product.